From a dataset of Reaction yield outcomes from USPTO patents with 853,638 reactions. Predict the reaction yield, written as a fraction of the theoretical maximum amount of product (1.0 means a 100% yield; for example, 0.34 means a 34% yield). (1) The reactants are [Cl:1][C:2]1[CH:3]=[CH:4][C:5]([S:9]([CH3:11])=O)=[C:6]([CH:8]=1)[NH2:7].[Cl:12][C:13]1[CH:14]=[C:15]([S:20](Cl)(=[O:22])=[O:21])[CH:16]=[CH:17][C:18]=1[Cl:19]. No catalyst specified. The product is [Cl:12][C:13]1[CH:14]=[C:15]([S:20]([NH:7][C:6]2[CH:8]=[C:2]([Cl:1])[CH:3]=[CH:4][C:5]=2[S:9][CH3:11])(=[O:21])=[O:22])[CH:16]=[CH:17][C:18]=1[Cl:19]. The yield is 0.210. (2) The reactants are [F:8][C:7]([F:10])([F:9])[C:6](O[C:6](=[O:11])[C:7]([F:10])([F:9])[F:8])=[O:11].[C:14]1([CH:20]2[CH2:24][CH2:23][CH2:22][NH:21]2)[CH:19]=[CH:18][CH:17]=[CH:16][CH:15]=1.C(N(CC)CC)C. The catalyst is C(Cl)Cl. The product is [F:10][C:7]([F:8])([F:9])[C:6]([N:21]1[CH2:22][CH2:23][CH2:24][CH:20]1[C:14]1[CH:19]=[CH:18][CH:17]=[CH:16][CH:15]=1)=[O:11]. The yield is 0.620. (3) The reactants are [N+:1]([C:4]1[CH:5]=[CH:6][C:7]([N:10]2[CH2:15][CH2:14][O:13][CH2:12][CH2:11]2)=[N:8][CH:9]=1)([O-])=O. The catalyst is [Pd].CCO. The product is [O:13]1[CH2:14][CH2:15][N:10]([C:7]2[N:8]=[CH:9][C:4]([NH2:1])=[CH:5][CH:6]=2)[CH2:11][CH2:12]1. The yield is 0.880.